Dataset: Reaction yield outcomes from USPTO patents with 853,638 reactions. Task: Predict the reaction yield, written as a fraction of the theoretical maximum amount of product (1.0 means a 100% yield; for example, 0.34 means a 34% yield). (1) The reactants are [CH3:1][C:2]1[CH:22]=[CH:21][CH:20]=[CH:19][C:3]=1[CH2:4][O:5][C:6]1[CH:11]=[CH:10][C:9]([CH:12]([C:16]#[C:17][CH3:18])[CH2:13][C:14]#[N:15])=[CH:8][CH:7]=1.[N-:23]=[N+:24]=[N-:25].[Na+].[Cl-].[NH4+].O. The catalyst is CN(C=O)C. The product is [CH3:1][C:2]1[CH:22]=[CH:21][CH:20]=[CH:19][C:3]=1[CH2:4][O:5][C:6]1[CH:11]=[CH:10][C:9]([CH:12]([C:16]#[C:17][CH3:18])[CH2:13][C:14]2[NH:25][N:24]=[N:23][N:15]=2)=[CH:8][CH:7]=1. The yield is 0.0300. (2) The reactants are [CH2:1]([O:8][C:9]([NH:11][CH2:12][CH2:13][N:14]([CH2:41][CH2:42][NH:43][C:44]([O:46][CH2:47][C:48]1[CH:53]=[CH:52][CH:51]=[CH:50][CH:49]=1)=[O:45])[CH2:15][CH2:16][CH2:17][C@H:18]([N:26](C(OC(C)(C)C)=O)C(OC(C)(C)C)=O)[C:19]([O:21]C(C)(C)C)=[O:20])=[O:10])[C:2]1[CH:7]=[CH:6]C=C[CH:3]=1.Cl.C(O[CH2:58][CH3:59])C. The catalyst is CCOC(C)=O. The product is [C:2]([C@@:18]([NH2:26])([CH2:17][CH2:16][CH2:15][N:14]([CH2:13][CH2:12][NH:11][C:9]([O:8][CH2:1][C:2]1[CH:7]=[CH:6][CH:59]=[CH:58][CH:3]=1)=[O:10])[CH2:41][CH2:42][NH:43][C:44]([O:46][CH2:47][C:48]1[CH:49]=[CH:50][CH:51]=[CH:52][CH:53]=1)=[O:45])[C:19]([OH:21])=[O:20])([CH3:7])([CH3:3])[CH3:1]. The yield is 0.780.